Dataset: Peptide-MHC class I binding affinity with 185,985 pairs from IEDB/IMGT. Task: Regression. Given a peptide amino acid sequence and an MHC pseudo amino acid sequence, predict their binding affinity value. This is MHC class I binding data. (1) The peptide sequence is KMDSFKRGSW. The MHC is Mamu-B17 with pseudo-sequence Mamu-B17. The binding affinity (normalized) is 0.282. (2) The MHC is HLA-A03:01 with pseudo-sequence HLA-A03:01. The peptide sequence is ALKYLPIDK. The binding affinity (normalized) is 0.473. (3) The peptide sequence is REMINHYQV. The MHC is HLA-B15:42 with pseudo-sequence HLA-B15:42. The binding affinity (normalized) is 0.213. (4) The peptide sequence is YIPFAEDAL. The MHC is HLA-B44:02 with pseudo-sequence HLA-B44:02. The binding affinity (normalized) is 0.0847. (5) The binding affinity (normalized) is 0.0847. The peptide sequence is FPRGQGVPI. The MHC is HLA-B58:01 with pseudo-sequence HLA-B58:01. (6) The peptide sequence is HPAHTTVAA. The MHC is HLA-A02:06 with pseudo-sequence HLA-A02:06. The binding affinity (normalized) is 0. (7) The peptide sequence is TTSTTASAK. The MHC is HLA-A03:01 with pseudo-sequence HLA-A03:01. The binding affinity (normalized) is 0.711. (8) The peptide sequence is QLEVRSTEV. The MHC is HLA-B18:01 with pseudo-sequence HLA-B18:01. The binding affinity (normalized) is 0.0847. (9) The peptide sequence is MMLVAPSYGM. The MHC is HLA-A02:01 with pseudo-sequence HLA-A02:01. The binding affinity (normalized) is 0.137. (10) The peptide sequence is RIENEMKINR. The MHC is HLA-A11:01 with pseudo-sequence HLA-A11:01. The binding affinity (normalized) is 0.274.